Dataset: Full USPTO retrosynthesis dataset with 1.9M reactions from patents (1976-2016). Task: Predict the reactants needed to synthesize the given product. (1) Given the product [C:25]([O-:27])(=[O:26])[CH3:24].[NH4+:11].[F:52][C:33]1[C:34]2[N:35]([N:38]=[C:39]([C:45]3[CH:46]=[CH:47][C:48]([F:51])=[CH:49][CH:50]=3)[C:40]=2[C:41]([NH:42][CH3:43])=[O:44])[CH:36]=[CH:37][C:32]=1[C:29]1[CH:28]=[C:24]([C:25](=[O:26])[NH:11][C:8]2([C:2]3[CH:7]=[CH:6][CH:5]=[CH:4][CH:3]=3)[CH2:10][CH2:9]2)[CH:23]=[C:22]([F:21])[C:30]=1[CH3:31], predict the reactants needed to synthesize it. The reactants are: Cl.[C:2]1([C:8]2([NH2:11])[CH2:10][CH2:9]2)[CH:7]=[CH:6][CH:5]=[CH:4][CH:3]=1.C(N(C(C)C)CC)(C)C.[F:21][C:22]1[CH:23]=[C:24]([CH:28]=[C:29]([C:32]2[CH:37]=[CH:36][N:35]3[N:38]=[C:39]([C:45]4[CH:50]=[CH:49][C:48]([F:51])=[CH:47][CH:46]=4)[C:40]([C:41](=[O:44])[NH:42][CH3:43])=[C:34]3[C:33]=2[F:52])[C:30]=1[CH3:31])[C:25]([OH:27])=[O:26].CN(C(ON1N=NC2C=CC=NC1=2)=[N+](C)C)C.F[P-](F)(F)(F)(F)F. (2) The reactants are: [CH3:1][S:2]([C:5]1[CH:10]=[CH:9][C:8]([C:11]2[N:16]=[CH:15][C:14]([C:17]3[O:18][C:19]([CH3:31])=[C:20]([CH2:22][C:23]([N:25]4[CH2:29][CH2:28][CH2:27][C@H:26]4[CH3:30])=O)[N:21]=3)=[CH:13][CH:12]=2)=[CH:7][CH:6]=1)(=[O:4])=[O:3].[H-].[Al+3].[Li+].[H-].[H-].[H-]. Given the product [CH3:1][S:2]([C:5]1[CH:6]=[CH:7][C:8]([C:11]2[CH:12]=[CH:13][C:14]([C:17]3[O:18][C:19]([CH3:31])=[C:20]([CH2:22][CH2:23][N:25]4[CH2:29][CH2:28][CH2:27][C@H:26]4[CH3:30])[N:21]=3)=[CH:15][N:16]=2)=[CH:9][CH:10]=1)(=[O:3])=[O:4], predict the reactants needed to synthesize it. (3) Given the product [CH2:21]([C:28]1[S:29][CH:30]=[C:31]([C:4]#[C:3][CH2:2][CH2:1][N:5]2[C:9](=[O:10])[C:8]3[C:7](=[CH:14][CH:13]=[CH:12][CH:11]=3)[C:6]2=[O:15])[N:32]=1)[C:22]1[CH:23]=[CH:24][CH:25]=[CH:26][CH:27]=1, predict the reactants needed to synthesize it. The reactants are: [CH2:1]([N:5]1[C:9](=[O:10])[C:8]2=[CH:11][CH:12]=[CH:13][CH:14]=[C:7]2[C:6]1=[O:15])[CH2:2][C:3]#[CH:4].O1CCCC1.[CH2:21]([C:28]1[S:29][CH:30]=[C:31](Br)[N:32]=1)[C:22]1[CH:27]=[CH:26][CH:25]=[CH:24][CH:23]=1. (4) Given the product [CH:1]1([C:4]2[O:5][C:6]3[C:7](=[C:9]([C:22]#[N:23])[C:10]([CH3:21])=[C:11]([C:14]4[CH:19]=[CH:18][CH:17]=[CH:16][C:15]=4[F:20])[C:12]=3[N:35]3[CH2:36][CH2:37][C@H:33]([N:32]([CH3:38])[CH3:31])[CH2:34]3)[N:8]=2)[CH2:3][CH2:2]1, predict the reactants needed to synthesize it. The reactants are: [CH:1]1([C:4]2[O:5][C:6]3[C:7](=[C:9]([C:22]#[N:23])[C:10]([CH3:21])=[C:11]([C:14]4[CH:19]=[CH:18][CH:17]=[CH:16][C:15]=4[F:20])[C:12]=3F)[N:8]=2)[CH2:3][CH2:2]1.C(N(CC)CC)C.[CH3:31][N:32]([CH3:38])[C@H:33]1[CH2:37][CH2:36][NH:35][CH2:34]1.C(=O)([O-])O.[Na+].